The task is: Predict the reactants needed to synthesize the given product.. This data is from Full USPTO retrosynthesis dataset with 1.9M reactions from patents (1976-2016). (1) Given the product [C:8]1([N:14]2[CH:18]=[CH:17][N:16]=[CH:15]2)[CH:13]=[CH:12][CH:11]=[CH:10][CH:9]=1, predict the reactants needed to synthesize it. The reactants are: C([O-])([O-])=O.[K+].[K+].Br[C:8]1[CH:13]=[CH:12][CH:11]=[CH:10][CH:9]=1.[NH:14]1[CH:18]=[CH:17][N:16]=[CH:15]1.C(OCCCCCC)CCCCC. (2) Given the product [CH3:1][C:2]1[NH:3][C:4]2[C:9]([C:10]=1[CH3:11])=[CH:8][C:7]([O:12][C:13]1[C:22]3[C:17](=[CH:18][C:19]([O:25][CH2:32][CH2:31][O:30][CH2:29][CH2:28][O:27][CH3:26])=[C:20]([O:23][CH3:24])[CH:21]=3)[N:16]=[CH:15][N:14]=1)=[CH:6][CH:5]=2, predict the reactants needed to synthesize it. The reactants are: [CH3:1][C:2]1[NH:3][C:4]2[C:9]([C:10]=1[CH3:11])=[CH:8][C:7]([O:12][C:13]1[C:22]3[C:17](=[CH:18][C:19]([OH:25])=[C:20]([O:23][CH3:24])[CH:21]=3)[N:16]=[CH:15][N:14]=1)=[CH:6][CH:5]=2.[CH3:26][O:27][CH2:28][CH2:29][O:30][CH2:31][CH2:32]O.